From a dataset of Merck oncology drug combination screen with 23,052 pairs across 39 cell lines. Regression. Given two drug SMILES strings and cell line genomic features, predict the synergy score measuring deviation from expected non-interaction effect. Drug 1: COc1cc(C2c3cc4c(cc3C(OC3OC5COC(C)OC5C(O)C3O)C3COC(=O)C23)OCO4)cc(OC)c1O. Drug 2: C=CCn1c(=O)c2cnc(Nc3ccc(N4CCN(C)CC4)cc3)nc2n1-c1cccc(C(C)(C)O)n1. Cell line: MDAMB436. Synergy scores: synergy=19.6.